Dataset: Catalyst prediction with 721,799 reactions and 888 catalyst types from USPTO. Task: Predict which catalyst facilitates the given reaction. (1) Reactant: [CH3:1][O:2][C:3]1[N:8]=[CH:7][C:6]([CH2:9][N:10]2[C:18]3[CH:17]=[CH:16][CH:15]=[CH:14][C:13]=3[C:12]3[CH2:19][C@H:20]4[C:25](=[O:26])[N:24]([CH2:27][CH2:28][C:29]([O:31]C(C)(C)C)=[O:30])[C:23](=[O:36])[N:21]4[CH2:22][C:11]2=3)=[CH:5][CH:4]=1. Product: [CH3:1][O:2][C:3]1[N:8]=[CH:7][C:6]([CH2:9][N:10]2[C:18]3[CH:17]=[CH:16][CH:15]=[CH:14][C:13]=3[C:12]3[CH2:19][C@H:20]4[C:25](=[O:26])[N:24]([CH2:27][CH2:28][C:29]([OH:31])=[O:30])[C:23](=[O:36])[N:21]4[CH2:22][C:11]2=3)=[CH:5][CH:4]=1. The catalyst class is: 89. (2) Reactant: C[O:2][C:3](=[O:37])[C:4]1[CH:9]=[CH:8][C:7]([S:10]([CH2:13][CH:14]([C:21]2[N:22]([C:30]3[CH:35]=[CH:34][C:33]([Cl:36])=[CH:32][CH:31]=3)[N:23]=[C:24]3[C:29]=2[CH2:28][CH2:27][CH2:26][CH2:25]3)[CH:15]2[CH2:20][CH2:19][CH2:18][CH2:17][CH2:16]2)(=[O:12])=[O:11])=[CH:6][CH:5]=1.[OH-].[Na+]. Product: [Cl:36][C:33]1[CH:34]=[CH:35][C:30]([N:22]2[C:21]([CH:14]([CH:15]3[CH2:20][CH2:19][CH2:18][CH2:17][CH2:16]3)[CH2:13][S:10]([C:7]3[CH:6]=[CH:5][C:4]([C:3]([OH:37])=[O:2])=[CH:9][CH:8]=3)(=[O:12])=[O:11])=[C:29]3[C:24]([CH2:25][CH2:26][CH2:27][CH2:28]3)=[N:23]2)=[CH:31][CH:32]=1. The catalyst class is: 24.